The task is: Regression. Given two drug SMILES strings and cell line genomic features, predict the synergy score measuring deviation from expected non-interaction effect.. This data is from NCI-60 drug combinations with 297,098 pairs across 59 cell lines. Drug 1: CCC1=C2CN3C(=CC4=C(C3=O)COC(=O)C4(CC)O)C2=NC5=C1C=C(C=C5)O. Drug 2: CC(C)CN1C=NC2=C1C3=CC=CC=C3N=C2N. Cell line: MDA-MB-231. Synergy scores: CSS=16.4, Synergy_ZIP=-8.37, Synergy_Bliss=-0.517, Synergy_Loewe=-10.6, Synergy_HSA=-0.115.